Dataset: Reaction yield outcomes from USPTO patents with 853,638 reactions. Task: Predict the reaction yield, written as a fraction of the theoretical maximum amount of product (1.0 means a 100% yield; for example, 0.34 means a 34% yield). The reactants are [C:1]([N:8]1[CH2:13][CH2:12][C:11](=[O:14])[CH2:10][CH2:9]1)([O:3][C:4]([CH3:7])([CH3:6])[CH3:5])=[O:2].C(=O)=O.[CH3:18]C(C)=O.[S:22]1[CH:26]=[CH:25][CH:24]=[C:23]1[Li].CI. The catalyst is C1COCC1. The product is [C:4]([O:3][C:1]([N:8]1[CH2:13][CH2:12][C:11]([O:14][CH3:18])([C:23]2[S:22][CH:26]=[CH:25][CH:24]=2)[CH2:10][CH2:9]1)=[O:2])([CH3:7])([CH3:6])[CH3:5]. The yield is 1.00.